This data is from Full USPTO retrosynthesis dataset with 1.9M reactions from patents (1976-2016). The task is: Predict the reactants needed to synthesize the given product. (1) Given the product [CH:1]1([CH2:4][O:5][C:6]2[CH:11]=[CH:10][C:9]([CH2:12][CH3:13])=[CH:8][C:7]=2[C:14]2[C:15]3[N:22]([CH2:23][O:24][CH2:25][CH2:26][Si:27]([CH3:29])([CH3:30])[CH3:28])[C:21]([CH3:31])=[C:20]([C:32]([NH:35][C@H:36]4[CH2:41][CH2:40][C@H:39]([NH:42][C:43](=[O:49])[O:44][C:45]([CH3:47])([CH3:46])[CH3:48])[CH2:38][CH2:37]4)=[O:34])[C:16]=3[N:17]=[CH:18][N:19]=2)[CH2:3][CH2:2]1, predict the reactants needed to synthesize it. The reactants are: [CH:1]1([CH2:4][O:5][C:6]2[CH:11]=[CH:10][C:9]([CH2:12][CH3:13])=[CH:8][C:7]=2[C:14]2[C:15]3[N:22]([CH2:23][O:24][CH2:25][CH2:26][Si:27]([CH3:30])([CH3:29])[CH3:28])[C:21]([CH3:31])=[C:20]([C:32]([OH:34])=O)[C:16]=3[N:17]=[CH:18][N:19]=2)[CH2:3][CH2:2]1.[NH2:35][C@H:36]1[CH2:41][CH2:40][C@H:39]([NH:42][C:43](=[O:49])[O:44][C:45]([CH3:48])([CH3:47])[CH3:46])[CH2:38][CH2:37]1. (2) Given the product [P:38]([O:50][CH2:51][N:24]1[C:25]2=[N:26][CH:27]=[CH:28][CH:29]=[C:30]2[C:22]([CH2:21][N:13]2[CH:14]=[CH:15][C:16]([C:17]([F:19])([F:20])[F:18])=[C:11]([O:10][C:8]3[CH:7]=[C:4]([C:5]#[N:6])[CH:3]=[C:2]([Cl:1])[CH:9]=3)[C:12]2=[O:31])=[N:23]1)([O:40][C:41]([CH3:44])([CH3:43])[CH3:42])([O:45][C:46]([CH3:47])([CH3:48])[CH3:49])=[O:39], predict the reactants needed to synthesize it. The reactants are: [Cl:1][C:2]1[CH:3]=[C:4]([CH:7]=[C:8]([O:10][C:11]2[C:12](=[O:31])[N:13]([CH2:21][C:22]3[C:30]4[C:25](=[N:26][CH:27]=[CH:28][CH:29]=4)[NH:24][N:23]=3)[CH:14]=[CH:15][C:16]=2[C:17]([F:20])([F:19])[F:18])[CH:9]=1)[C:5]#[N:6].C([O-])([O-])=O.[Cs+].[Cs+].[P:38]([O:50][CH2:51]Cl)([O:45][C:46]([CH3:49])([CH3:48])[CH3:47])([O:40][C:41]([CH3:44])([CH3:43])[CH3:42])=[O:39].